From a dataset of Peptide-MHC class I binding affinity with 185,985 pairs from IEDB/IMGT. Regression. Given a peptide amino acid sequence and an MHC pseudo amino acid sequence, predict their binding affinity value. This is MHC class I binding data. (1) The peptide sequence is DLLHLNSLF. The MHC is Mamu-B17 with pseudo-sequence Mamu-B17. The binding affinity (normalized) is 0. (2) The peptide sequence is RGYVFQGL. The MHC is Mamu-A07 with pseudo-sequence Mamu-A07. The binding affinity (normalized) is 0.